From a dataset of Forward reaction prediction with 1.9M reactions from USPTO patents (1976-2016). Predict the product of the given reaction. (1) Given the reactants [Cl-].[CH3:2][S:3]([N:6]1[CH2:11][CH2:10][NH2+:9][CH2:8][CH2:7]1)(=[O:5])=[O:4].[C:12]([O:16][C:17](N1CCNCC1)=[O:18])([CH3:15])([CH3:14])[CH3:13].CS(Cl)(=O)=O, predict the reaction product. The product is: [CH3:2][S:3]([N:6]1[CH2:11][CH2:10][N:9]([C:17]([O:16][C:12]([CH3:15])([CH3:14])[CH3:13])=[O:18])[CH2:8][CH2:7]1)(=[O:5])=[O:4]. (2) Given the reactants [Br:1][C:2]1[CH:7]=[C:6]([N+:8]([O-])=O)[CH:5]=[C:4]([CH3:11])[CH:3]=1.[Cl-].[NH4+], predict the reaction product. The product is: [Br:1][C:2]1[CH:7]=[C:6]([CH:5]=[C:4]([CH3:11])[CH:3]=1)[NH2:8]. (3) Given the reactants [N:1]1[CH:6]=[CH:5][C:4]([NH2:7])=[N:3][CH:2]=1.C(N(C(C)C)C(C)C)C.ClC(Cl)(O[C:21](=[O:27])OC(Cl)(Cl)Cl)Cl.[NH2:29][C:30]1[CH:35]=[CH:34][C:33]([C:36]([N:38]2[CH2:43][CH2:42][N:41]([CH2:44][C:45]3[CH:50]=[CH:49][C:48]([C:51]([O:60][Si](C(C)(C)C)(C)C)([C:56]([F:59])([F:58])[F:57])[C:52]([F:55])([F:54])[F:53])=[CH:47][CH:46]=3)[CH2:40][CH2:39]2)=[O:37])=[CH:32][C:31]=1[F:68], predict the reaction product. The product is: [F:68][C:31]1[CH:32]=[C:33]([C:36]([N:38]2[CH2:39][CH2:40][N:41]([CH2:44][C:45]3[CH:50]=[CH:49][C:48]([C:51]([OH:60])([C:52]([F:53])([F:54])[F:55])[C:56]([F:58])([F:59])[F:57])=[CH:47][CH:46]=3)[CH2:42][CH2:43]2)=[O:37])[CH:34]=[CH:35][C:30]=1[NH:29][C:21]([NH:7][C:4]1[CH:5]=[CH:6][N:1]=[CH:2][N:3]=1)=[O:27]. (4) Given the reactants [CH3:1][S:2]([C:5]1[CH:10]=[CH:9][C:8]([CH2:11][S:12]([O-:15])(=O)=[O:13])=[CH:7][CH:6]=1)(=[O:4])=[O:3].[Na+].C(Cl)(=O)C([Cl:20])=O.CN(C=O)C, predict the reaction product. The product is: [CH3:1][S:2]([C:5]1[CH:10]=[CH:9][C:8]([CH2:11][S:12]([Cl:20])(=[O:15])=[O:13])=[CH:7][CH:6]=1)(=[O:4])=[O:3]. (5) The product is: [CH3:1][C:2]1[CH:7]=[C:6]([C:18]2[C:25]([CH3:26])=[CH:24][C:21]([CH:22]=[O:23])=[CH:20][N:19]=2)[CH:5]=[CH:4][N:3]=1. Given the reactants [CH3:1][C:2]1[CH:7]=[C:6](B2OC(C)(C)C(C)(C)O2)[CH:5]=[CH:4][N:3]=1.Cl[C:18]1[C:25]([CH3:26])=[CH:24][C:21]([CH:22]=[O:23])=[CH:20][N:19]=1.C(Cl)Cl.C([O-])([O-])=O.[K+].[K+].C(OC(C)C)(=O)C, predict the reaction product. (6) Given the reactants [Br-].[OH:2][C@@H:3]1[CH:8]2[CH2:9][CH2:10][N+:5]([CH2:11][C:12](=[O:19])[NH:13][C:14]3[CH:18]=[CH:17]O[N:15]=3)([CH2:6][CH2:7]2)[CH2:4]1.[Br:20]C[C:22]([NH:24]C1C=CN=CN=1)=O, predict the reaction product. The product is: [Br-:20].[OH:2][C@@H:3]1[CH:8]2[CH2:9][CH2:10][N+:5]([CH2:11][C:12](=[O:19])[NH:13][C:14]3[CH:18]=[CH:17][N:24]=[CH:22][N:15]=3)([CH2:6][CH2:7]2)[CH2:4]1. (7) Given the reactants [Sn](Cl)Cl.[CH2:4]([O:6][C:7]([C:9]1[CH:10]=[N:11][N:12]([CH3:25])[C:13]=1[NH:14][C:15]1[CH:20]=[CH:19][C:18]([CH3:21])=[CH:17][C:16]=1[N+:22]([O-])=O)=[O:8])[CH3:5], predict the reaction product. The product is: [CH2:4]([O:6][C:7]([C:9]1[CH:10]=[N:11][N:12]([CH3:25])[C:13]=1[NH:14][C:15]1[CH:20]=[CH:19][C:18]([CH3:21])=[CH:17][C:16]=1[NH2:22])=[O:8])[CH3:5].